This data is from HIV replication inhibition screening data with 41,000+ compounds from the AIDS Antiviral Screen. The task is: Binary Classification. Given a drug SMILES string, predict its activity (active/inactive) in a high-throughput screening assay against a specified biological target. (1) The compound is CC(=O)SCCC(NC(=S)Nc1ccccc1)P(=O)(Oc1ccccc1)Oc1ccccc1. The result is 0 (inactive). (2) The result is 0 (inactive). The molecule is O=S(=O)(c1ccccc1)N1CCCC(c2ccccc2)CC1. (3) The compound is O=C(CC1C(=O)Nc2ccccc2S1=O)Nc1cccc(Cl)c1. The result is 0 (inactive). (4) The drug is COc1ccc(-c2cc(=O)cc(C(N)=O)o2)cc1. The result is 0 (inactive). (5) The compound is C#CCn1c2c(c3ccccc3c1=O)C(=O)c1ccccc1-2. The result is 0 (inactive). (6) The drug is Cl.NC1CC(=O)c2cc(Br)sc21. The result is 0 (inactive).